Dataset: Reaction yield outcomes from USPTO patents with 853,638 reactions. Task: Predict the reaction yield, written as a fraction of the theoretical maximum amount of product (1.0 means a 100% yield; for example, 0.34 means a 34% yield). (1) The reactants are [C:1]12([C:11]3[CH:21]=[CH:20][C:14]([O:15][CH2:16][C:17](O)=[O:18])=[C:13]([F:22])[CH:12]=3)[CH2:10][CH:5]3[CH2:6][CH:7]([CH2:9][CH:3]([CH2:4]3)[CH2:2]1)[CH2:8]2.[CH3:23][N:24]1[CH2:29][CH2:28][NH:27][CH2:26][CH2:25]1. No catalyst specified. The product is [C:1]12([C:11]3[CH:21]=[CH:20][C:14]([O:15][CH2:16][C:17]([N:27]4[CH2:28][CH2:29][N:24]([CH3:23])[CH2:25][CH2:26]4)=[O:18])=[C:13]([F:22])[CH:12]=3)[CH2:8][CH:7]3[CH2:6][CH:5]([CH2:4][CH:3]([CH2:9]3)[CH2:2]1)[CH2:10]2. The yield is 0.913. (2) The reactants are [C:1]1([N:7]2[C:12](=[O:13])[NH:11][C:10](=[O:14])[C:9]([C:15]#[N:16])=[N:8]2)[CH:6]=[CH:5][CH:4]=[CH:3][CH:2]=1.CN(C=O)C.[H-].[Na+].[CH2:24](Br)[CH2:25][CH2:26][CH3:27]. The catalyst is O. The product is [C:1]1([N:7]2[C:12](=[O:13])[N:11]([CH2:24][CH2:25][CH2:26][CH3:27])[C:10](=[O:14])[C:9]([C:15]#[N:16])=[N:8]2)[CH:2]=[CH:3][CH:4]=[CH:5][CH:6]=1. The yield is 0.814. (3) The reactants are C([C@@H]1COC(=O)N1[C:14](=[O:40])[C@H:15]([CH3:39])[C@H:16]([C@H:25]1[CH2:29][O:28][C:27]([CH3:31])([CH3:30])[N:26]1[C:32]([O:34][C:35]([CH3:38])([CH3:37])[CH3:36])=[O:33])[O:17][Si:18]([C:21]([CH3:24])([CH3:23])[CH3:22])([CH3:20])[CH3:19])C1C=CC=CC=1.C(O)C.[Li+].[BH4-]. The catalyst is C1COCC1.C(OCC)C.[OH-].[Na+]. The product is [Si:18]([O:17][C@@H:16]([C@H:25]1[CH2:29][O:28][C:27]([CH3:31])([CH3:30])[N:26]1[C:32]([O:34][C:35]([CH3:36])([CH3:38])[CH3:37])=[O:33])[C@@H:15]([CH3:39])[CH2:14][OH:40])([C:21]([CH3:22])([CH3:23])[CH3:24])([CH3:20])[CH3:19]. The yield is 0.710. (4) The reactants are [O:1]1[C:5]2([CH2:10][CH2:9][CH2:8][CH2:7][CH2:6]2)[O:4][CH2:3][C@@H:2]1[C:11]1[N:15]=[C:14]([NH:16][C:17]2[N:22]=[CH:21][C:20]([S:23]CCC(OC)=O)=[CH:19][C:18]=2[O:30][C:31]2[C:32]([CH3:38])=[N:33][N:34]([CH3:37])[C:35]=2[CH3:36])[S:13][N:12]=1.CC([O-])(C)C.[K+].Br[CH2:46][CH2:47][O:48][CH3:49].CN(C=O)C. The catalyst is C1COCC1. The product is [CH3:49][O:48][CH2:47][CH2:46][S:23][C:20]1[CH:19]=[C:18]([O:30][C:31]2[C:32]([CH3:38])=[N:33][N:34]([CH3:37])[C:35]=2[CH3:36])[C:17]([NH:16][C:14]2[S:13][N:12]=[C:11]([C@H:2]3[CH2:3][O:4][C:5]4([CH2:6][CH2:7][CH2:8][CH2:9][CH2:10]4)[O:1]3)[N:15]=2)=[N:22][CH:21]=1. The yield is 0.501. (5) The reactants are [F:1][C:2]1[C:7]([C:8]2[CH:13]=[CH:12][CH:11]=[C:10]([CH2:14][N:15]3[CH2:20][CH2:19][NH:18][C@@H:17]([CH3:21])[CH2:16]3)[CH:9]=2)=[CH:6][C:5]([CH2:22][NH:23][C:24]([C:26]2[CH:27]=[C:28]([CH2:32][CH:33]3[CH2:38][CH2:37][N:36]([C:39]([O:41][C:42]([CH3:45])([CH3:44])[CH3:43])=[O:40])[CH2:35][CH2:34]3)[CH:29]=[CH:30][CH:31]=2)=[O:25])=[CH:4][CH:3]=1.[CH2:46]=O.[BH4-].[Na+]. The catalyst is CO. The product is [CH3:21][C@@H:17]1[N:18]([CH3:46])[CH2:19][CH2:20][N:15]([CH2:14][C:10]2[CH:9]=[C:8]([C:7]3[C:2]([F:1])=[CH:3][CH:4]=[C:5]([CH2:22][NH:23][C:24]([C:26]4[CH:27]=[C:28]([CH2:32][CH:33]5[CH2:34][CH2:35][N:36]([C:39]([O:41][C:42]([CH3:44])([CH3:43])[CH3:45])=[O:40])[CH2:37][CH2:38]5)[CH:29]=[CH:30][CH:31]=4)=[O:25])[CH:6]=3)[CH:13]=[CH:12][CH:11]=2)[CH2:16]1. The yield is 0.990. (6) The reactants are [C:1]1([C:7]2[N:12]=[C:11]([C:13]([O-:15])=[O:14])[CH:10]=[N:9][CH:8]=2)[CH:6]=[CH:5][CH:4]=[CH:3][CH:2]=1.[Li+].[OH-].Cl. The catalyst is C1COCC1. The product is [C:1]1([C:7]2[N:12]=[C:11]([C:13]([OH:15])=[O:14])[CH:10]=[N:9][CH:8]=2)[CH:2]=[CH:3][CH:4]=[CH:5][CH:6]=1. The yield is 0.670. (7) The reactants are [CH3:1][C@H:2]1[CH2:7][NH:6][C@H:5]([CH3:8])[CH2:4][NH:3]1.CS(O)(=O)=O.C([O-])(=O)C.[K+].Cl[C:20]([O:22][CH2:23][CH3:24])=[O:21]. The catalyst is O.O1CCCC1.C(O)C. The product is [CH3:1][C@H:2]1[CH2:7][NH:6][C@H:5]([CH3:8])[CH2:4][N:3]1[C:20]([O:22][CH2:23][CH3:24])=[O:21]. The yield is 0.740.